Dataset: Catalyst prediction with 721,799 reactions and 888 catalyst types from USPTO. Task: Predict which catalyst facilitates the given reaction. (1) Reactant: [C:1]([O:5]C([N:8]1[CH2:11][CH:10]([O:12][C:13]2[CH:14]=[C:15]([C:21]3[CH:26]=[CH:25][CH:24]=[CH:23][C:22]=3[C:27]([F:30])([F:29])[F:28])[CH:16]=[CH:17][C:18]=2[O:19][CH3:20])[CH2:9]1)=O)(C)(C)C.Cl.C([O-])(O)=O.[Na+]. Product: [NH3:8].[CH3:1][OH:5].[CH3:20][O:19][C:18]1[CH:17]=[CH:16][C:15]([C:21]2[CH:26]=[CH:25][CH:24]=[CH:23][C:22]=2[C:27]([F:30])([F:29])[F:28])=[CH:14][C:13]=1[O:12][CH:10]1[CH2:9][NH:8][CH2:11]1. The catalyst class is: 817. (2) Reactant: Cl[C:2]1[CH:19]=[C:6]2[C:7]3[C:12]([CH2:13][CH2:14][N:5]2[C:4](=[O:20])[N:3]=1)=[CH:11][C:10]([O:15][CH3:16])=[C:9]([O:17][CH3:18])[CH:8]=3.[CH2:21]([C:23]1[CH:28]=[CH:27][CH:26]=[CH:25][C:24]=1[OH:29])[CH3:22].C(=O)([O-])[O-].[K+].[K+]. Product: [CH3:16][O:15][C:10]1[CH:11]=[C:12]2[C:7](=[CH:8][C:9]=1[O:17][CH3:18])[C:6]1=[CH:19][C:2]([O:29][C:24]3[CH:25]=[CH:26][CH:27]=[CH:28][C:23]=3[CH2:21][CH3:22])=[N:3][C:4](=[O:20])[N:5]1[CH2:14][CH2:13]2. The catalyst class is: 41. (3) Reactant: ClC1C=C([C:8]2[NH:12][C:11]3[C:13]([F:17])=[CH:14][CH:15]=[CH:16][C:10]=3[N:9]=2)C=CN=1.[O-]P([O-])([O-])=O.[K+].[K+].[K+].O.[F:27][C:28]1[CH:33]=[CH:32][C:31]([C:34]2[O:35][C:36]3[CH:46]=[C:45]([N:47]([CH3:52])[S:48]([CH3:51])(=[O:50])=[O:49])[C:44](B4OC(C)(C)C(C)(C)O4)=[CH:43][C:37]=3[C:38]=2[C:39]([NH:41][CH3:42])=[O:40])=[CH:30][CH:29]=1.CC(C1C=C(C(C)C)C(C2C=CC=CC=2P(C2CCCCC2)C2CCCCC2)=C(C(C)C)C=1)C. Product: [F:17][C:13]1[C:11]2[NH:12][C:8]([C:43]3[C:37]4[C:38]([C:39]([NH:41][CH3:42])=[O:40])=[C:34]([C:31]5[CH:32]=[CH:33][C:28]([F:27])=[CH:29][CH:30]=5)[O:35][C:36]=4[CH:46]=[C:45]([N:47]([CH3:52])[S:48]([CH3:51])(=[O:50])=[O:49])[CH:44]=3)=[N:9][C:10]=2[CH:16]=[CH:15][CH:14]=1. The catalyst class is: 533. (4) Reactant: [NH2:1][C@@H:2]1[CH2:6][N:5]([C:7]2[CH:8]=[CH:9][C:10]3[O:15][CH2:14][C:13](=[O:16])[NH:12][C:11]=3[CH:17]=2)[C:4](=[O:18])[CH2:3]1.[CH3:19][O:20][C:21]1[CH:30]=[C:29]2[C:24]([N:25]=[CH:26][C:27](=[O:35])[N:28]2[CH2:31][CH2:32][CH:33]=O)=[CH:23][CH:22]=1.S([O-])([O-])(=O)=O.[Na+].[Na+].C(O[BH-](OC(=O)C)OC(=O)C)(=O)C.[Na+].C(=O)([O-])O.[Na+]. Product: [CH3:19][O:20][C:21]1[CH:30]=[C:29]2[C:24]([N:25]=[CH:26][C:27](=[O:35])[N:28]2[CH2:31][CH2:32][CH2:33][NH:1][C@@H:2]2[CH2:6][N:5]([C:7]3[CH:8]=[CH:9][C:10]4[O:15][CH2:14][C:13](=[O:16])[NH:12][C:11]=4[CH:17]=3)[C:4](=[O:18])[CH2:3]2)=[CH:23][CH:22]=1. The catalyst class is: 204.